Dataset: Catalyst prediction with 721,799 reactions and 888 catalyst types from USPTO. Task: Predict which catalyst facilitates the given reaction. (1) Reactant: [CH3:1][NH:2][C:3]([C:5]1[CH:6]=[CH:7][C:8]([O:11][C:12]2[CH:29]=[CH:28][C:15]3[CH2:16][CH2:17][N:18](C(OC(C)(C)C)=O)[CH2:19][CH2:20][C:14]=3[CH:13]=2)=[N:9][CH:10]=1)=[O:4].Cl. Product: [CH3:1][NH:2][C:3]([C:5]1[CH:10]=[N:9][C:8]([O:11][C:12]2[CH:29]=[CH:28][C:15]3[CH2:16][CH2:17][NH:18][CH2:19][CH2:20][C:14]=3[CH:13]=2)=[CH:7][CH:6]=1)=[O:4]. The catalyst class is: 12. (2) Reactant: N[C:2]1[CH:7]=[CH:6][C:5]([N:8]2[CH2:12][CH2:11][C@@H:10]([NH:13][C:14]3[N:19]=[CH:18][C:17](/[CH:20]=[CH:21]/[C:22]([O:24][CH2:25][CH3:26])=[O:23])=[CH:16][CH:15]=3)[CH2:9]2)=[CH:4][CH:3]=1.[PH2](=O)O.N([O-])=O.[Na+].C([O-])(O)=O.[Na+]. Product: [C:5]1([N:8]2[CH2:12][CH2:11][C@@H:10]([NH:13][C:14]3[N:19]=[CH:18][C:17](/[CH:20]=[CH:21]/[C:22]([O:24][CH2:25][CH3:26])=[O:23])=[CH:16][CH:15]=3)[CH2:9]2)[CH:4]=[CH:3][CH:2]=[CH:7][CH:6]=1. The catalyst class is: 6. (3) Reactant: [CH2:1]([O:3][C:4]([C:6]1[C:10](Br)=[C:9]([C:12]2[CH:17]=[CH:16][C:15]([Cl:18])=[CH:14][CH:13]=2)[N:8]([C:19]2[CH:24]=[CH:23][CH:22]=[CH:21][C:20]=2[Cl:25])[N:7]=1)=[O:5])[CH3:2].[CH2:26](C([Sn])=C(CCCC)CCCC)[CH2:27]CC. Product: [CH2:1]([O:3][C:4]([C:6]1[C:10]([CH:26]=[CH2:27])=[C:9]([C:12]2[CH:17]=[CH:16][C:15]([Cl:18])=[CH:14][CH:13]=2)[N:8]([C:19]2[CH:24]=[CH:23][CH:22]=[CH:21][C:20]=2[Cl:25])[N:7]=1)=[O:5])[CH3:2]. The catalyst class is: 3.